From a dataset of Forward reaction prediction with 1.9M reactions from USPTO patents (1976-2016). Predict the product of the given reaction. (1) Given the reactants [C:9](O[C:9]([O:11][C:12]([CH3:15])([CH3:14])[CH3:13])=[O:10])([O:11][C:12]([CH3:15])([CH3:14])[CH3:13])=[O:10].[CH3:16][N:17]1[CH:21]=[CH:20][N:19]=[C:18]1[NH2:22], predict the reaction product. The product is: [C:12]([O:11][C:9](=[O:10])[NH:22][C:18]1[N:17]([CH3:16])[CH:21]=[CH:20][N:19]=1)([CH3:13])([CH3:14])[CH3:15]. (2) The product is: [CH3:6][O:5][C:3](=[O:4])[CH:2]([C:13]1[CH:18]=[CH:17][C:16]([C:19]2[CH:24]=[CH:23][CH:22]=[CH:21][CH:20]=2)=[CH:15][C:14]=1[N+:25]([O-:27])=[O:26])[C:1]([O:8][CH3:9])=[O:7]. Given the reactants [C:1]([O:8][CH3:9])(=[O:7])[CH2:2][C:3]([O:5][CH3:6])=[O:4].[H-].[Na+].F[C:13]1[CH:18]=[CH:17][C:16]([C:19]2[CH:24]=[CH:23][CH:22]=[CH:21][CH:20]=2)=[CH:15][C:14]=1[N+:25]([O-:27])=[O:26], predict the reaction product. (3) Given the reactants [CH3:1][C:2]([S:24]([CH3:27])(=[O:26])=[O:25])([CH2:8][CH2:9][N:10]1[CH:14]=[C:13]([B:15]2[O:19][C:18]([CH3:21])([CH3:20])[C:17]([CH3:23])([CH3:22])[O:16]2)[CH:12]=[N:11]1)[C:3]([O:5]CC)=[O:4].[Li+].[OH-], predict the reaction product. The product is: [CH3:1][C:2]([S:24]([CH3:27])(=[O:25])=[O:26])([CH2:8][CH2:9][N:10]1[CH:14]=[C:13]([B:15]2[O:19][C:18]([CH3:20])([CH3:21])[C:17]([CH3:22])([CH3:23])[O:16]2)[CH:12]=[N:11]1)[C:3]([OH:5])=[O:4]. (4) Given the reactants [C:1]([C:5]1[CH:6]=[CH:7][C:8]([N+:18]([O-:20])=[O:19])=[C:9]([NH:11]C(=O)C(F)(F)F)[CH:10]=1)([CH3:4])([CH3:3])[CH3:2].C(=O)([O-])[O-].[K+].[K+], predict the reaction product. The product is: [C:1]([C:5]1[CH:6]=[CH:7][C:8]([N+:18]([O-:20])=[O:19])=[C:9]([NH2:11])[CH:10]=1)([CH3:4])([CH3:2])[CH3:3]. (5) The product is: [C:1]([N:4]1[CH2:9][CH2:8][C:7]2[N:13]=[C:14]([NH2:16])[S:15][C:6]=2[CH2:5]1)(=[O:3])[CH3:2]. Given the reactants [C:1]([N:4]1[CH2:9][CH2:8][C:7](=O)[CH2:6][CH2:5]1)(=[O:3])[CH3:2].BrBr.[NH2:13][C:14]([NH2:16])=[S:15], predict the reaction product. (6) Given the reactants Cl.Cl.Cl.[O:4]1[C:8]2[CH:9]=[CH:10][CH:11]=[C:12]([N:13]3[CH2:18][CH2:17][N:16]([CH2:19][CH2:20][C@H:21]4[CH2:26][CH2:25][C@H:24]([NH2:27])[CH2:23][CH2:22]4)[CH2:15][CH2:14]3)[C:7]=2[O:6][CH2:5]1.C(N(CC)CC)C.[C:35](Cl)(=[O:38])[O:36][CH3:37], predict the reaction product. The product is: [CH3:37][O:36][C:35](=[O:38])[NH:27][C@H:24]1[CH2:25][CH2:26][C@H:21]([CH2:20][CH2:19][N:16]2[CH2:17][CH2:18][N:13]([C:12]3[C:7]4[O:6][CH2:5][O:4][C:8]=4[CH:9]=[CH:10][CH:11]=3)[CH2:14][CH2:15]2)[CH2:22][CH2:23]1. (7) Given the reactants [CH:1]1([CH2:4][O:5][C:6]2[CH:11]=[CH:10][C:9]([C:12]3[O:13][C:14]4[CH2:20][CH2:19][CH:18]([OH:21])[CH2:17][C:15]=4[N:16]=3)=[CH:8][C:7]=2[F:22])[CH2:3][CH2:2]1.Cl[CH2:24][C:25]([N:27]1[CH2:32][CH2:31][O:30][CH2:29][CH2:28]1)=[O:26].CC(C)([O-])C.[K+].[Cl-].[NH4+], predict the reaction product. The product is: [CH:1]1([CH2:4][O:5][C:6]2[CH:11]=[CH:10][C:9]([C:12]3[O:13][C:14]4[CH2:20][CH2:19][CH:18]([O:21][CH2:24][C:25]([N:27]5[CH2:32][CH2:31][O:30][CH2:29][CH2:28]5)=[O:26])[CH2:17][C:15]=4[N:16]=3)=[CH:8][C:7]=2[F:22])[CH2:2][CH2:3]1. (8) Given the reactants [CH3:1][C:2]1[CH:7]=[CH:6][C:5]([N:8]2[C:12]([CH2:13][CH2:14][CH:15]=O)=[CH:11][C:10]([CH2:17][CH2:18][CH2:19][CH3:20])=[N:9]2)=[CH:4][CH:3]=1.[F:21][C:22]1[CH:27]=[CH:26][CH:25]=[CH:24][C:23]=1[N:28]1[CH2:33][CH2:32][NH:31][CH2:30][CH2:29]1.[BH-](OC(C)=O)(OC(C)=O)OC(C)=O.[Na+], predict the reaction product. The product is: [F:21][C:22]1[CH:27]=[CH:26][CH:25]=[CH:24][C:23]=1[N:28]1[CH2:33][CH2:32][N:31]([CH2:15][CH2:14][CH2:13][C:12]2[N:8]([C:5]3[CH:6]=[CH:7][C:2]([CH3:1])=[CH:3][CH:4]=3)[N:9]=[C:10]([CH2:17][CH2:18][CH2:19][CH3:20])[CH:11]=2)[CH2:30][CH2:29]1. (9) Given the reactants C(N(CC)[C:4]([C:6]1[C:15]2[C:10](=[CH:11][CH:12]=[CH:13][CH:14]=2)[CH:9]=[CH:8][CH:7]=1)=[O:5])C.[CH:18]([Li])([CH2:20][CH3:21])[CH3:19], predict the reaction product. The product is: [CH:19]1[C:7]2=[C:6]3[C:15](=[CH:10][CH:9]=[C:8]2[CH:21]=[CH:20][CH:18]=1)[C:4](=[O:5])[C:6]1[C:7](=[CH:8][CH:9]=[C:10]2[CH:11]=[CH:12][CH:13]=[CH:14][C:15]2=1)[C:4]3=[O:5]. (10) Given the reactants [Br:1][C:2]1[CH:10]=[C:9]2[C:5]([CH2:6][CH2:7][NH:8]2)=[CH:4][CH:3]=1.CCN(C(C)C)C(C)C.Cl[CH2:21][CH2:22][S:23](Cl)(=[O:25])=[O:24], predict the reaction product. The product is: [Br:1][C:2]1[CH:10]=[C:9]2[C:5]([CH2:6][CH2:7][N:8]2[S:23]([CH:22]=[CH2:21])(=[O:25])=[O:24])=[CH:4][CH:3]=1.